From a dataset of Reaction yield outcomes from USPTO patents with 853,638 reactions. Predict the reaction yield, written as a fraction of the theoretical maximum amount of product (1.0 means a 100% yield; for example, 0.34 means a 34% yield). (1) The reactants are C([O:8][C:9]1[CH:18]=[C:17]2[C:12]([C:13]([O:19][C:20]3[CH:21]=[C:22]4[C:26](=[CH:27][CH:28]=3)[NH:25][C:24]([CH3:29])=[C:23]4[CH3:30])=[N:14][CH:15]=[N:16]2)=[CH:11][C:10]=1[O:31][CH3:32])C1C=CC=CC=1.C([O-])=O.[NH4+]. The catalyst is CN(C=O)C.[Pd]. The product is [CH3:29][C:24]1[NH:25][C:26]2[C:22]([C:23]=1[CH3:30])=[CH:21][C:20]([O:19][C:13]1[C:12]3[C:17](=[CH:18][C:9]([OH:8])=[C:10]([O:31][CH3:32])[CH:11]=3)[N:16]=[CH:15][N:14]=1)=[CH:28][CH:27]=2. The yield is 0.690. (2) The reactants are [CH:1]([C:3]1[CH:8]=[CH:7][N:6]=[CH:5][CH:4]=1)=[CH2:2].Br[C:10]1[CH:15]=[CH:14][CH:13]=[C:12]([N+:16]([O-:18])=[O:17])[CH:11]=1.CC([O-])=O.[Na+].C1C=CC(P(C2C=CC=CC=2)C2C=CC=CC=2)=CC=1. The catalyst is CN(C)C=O.CC([O-])=O.CC([O-])=O.[Pd+2]. The product is [N+:16]([C:12]1[CH:11]=[C:10](/[CH:2]=[CH:1]/[C:3]2[CH:8]=[CH:7][N:6]=[CH:5][CH:4]=2)[CH:15]=[CH:14][CH:13]=1)([O-:18])=[O:17]. The yield is 0.640. (3) The reactants are [CH2:1]([C@@H:4]1[C@@H:8](/[CH:9]=[CH:10]/[C@@H:11]([O:24][Si:25]([CH2:30][CH3:31])([CH2:28][CH3:29])[CH2:26][CH3:27])[CH2:12][O:13][C:14]2[CH:19]=[CH:18][CH:17]=[C:16]([C:20]([F:23])([F:22])[F:21])[CH:15]=2)[C@H:7]([O:32][Si:33]([C:36]([CH3:39])([CH3:38])[CH3:37])([CH3:35])[CH3:34])[CH2:6][C@@H:5]1[OH:40])[CH:2]=[CH2:3].[C:41](O)(=[O:47])[CH2:42][CH2:43][CH2:44][CH:45]=[CH2:46].C1(N=C=NC2CCCCC2)CCCCC1. The catalyst is CN(C=O)C.CN(C1C=CN=CC=1)C. The product is [C:41]([O:40][C@H:5]1[CH2:6][C@@H:7]([O:32][Si:33]([C:36]([CH3:37])([CH3:39])[CH3:38])([CH3:35])[CH3:34])[C@H:8](/[CH:9]=[CH:10]/[C@@H:11]([O:24][Si:25]([CH2:28][CH3:29])([CH2:26][CH3:27])[CH2:30][CH3:31])[CH2:12][O:13][C:14]2[CH:19]=[CH:18][CH:17]=[C:16]([C:20]([F:23])([F:22])[F:21])[CH:15]=2)[C@H:4]1[CH2:1][CH:2]=[CH2:3])(=[O:47])[CH2:42][CH2:43][CH2:44][CH:45]=[CH2:46]. The yield is 0.905. (4) The reactants are [NH2:1][C:2]1[CH:7]=[CH:6][C:5]([OH:8])=[CH:4][CH:3]=1.Cl[C:10]1[CH:15]=[CH:14][N:13]=[C:12]([NH2:16])[CH:11]=1.O(C)[Na]. The catalyst is CS(C)=O. The product is [NH2:1][C:2]1[CH:7]=[CH:6][C:5]([O:8][C:10]2[CH:15]=[CH:14][N:13]=[C:12]([NH2:16])[CH:11]=2)=[CH:4][CH:3]=1. The yield is 0.260.